This data is from Catalyst prediction with 721,799 reactions and 888 catalyst types from USPTO. The task is: Predict which catalyst facilitates the given reaction. (1) Reactant: [CH3:1][S:2][CH:3]([CH3:11])[CH:4]=[CH:5][N:6]1CCCC1.[CH2:12]([O:14][C:15](=[O:27])[C:16](=[CH:23]OCC)[C:17](=O)[C:18]([F:21])([F:20])[F:19])[CH3:13].C([O-])(=O)C.[NH4+]. Product: [CH2:12]([O:14][C:15](=[O:27])[C:16]1[CH:23]=[C:4]([CH:3]([S:2][CH3:1])[CH3:11])[CH:5]=[N:6][C:17]=1[C:18]([F:19])([F:20])[F:21])[CH3:13]. The catalyst class is: 10. (2) Reactant: [CH3:1][C:2]1[CH:10]=[C:9]2[C:5]([CH:6]=[CH:7][NH:8]2)=[CH:4][N+:3]=1[O-]. Product: [CH3:1][C:2]1[CH:10]=[C:9]2[C:5]([CH:6]=[CH:7][NH:8]2)=[CH:4][N:3]=1. The catalyst class is: 770. (3) Reactant: [CH2:1]([C:5]1([CH3:34])[C:14]2[C:9](=[CH:10][CH:11]=[CH:12][CH:13]=2)[C:8]([OH:15])=[C:7]([C:16]2[NH:21][C:20]3[CH:22]=[CH:23][C:24]([NH:26][S:27]([CH3:30])(=[O:29])=[O:28])=[CH:25][C:19]=3[S:18](=[O:32])(=[O:31])[N:17]=2)[C:6]1=[O:33])[CH2:2][CH2:3][CH3:4].[OH-].[Na+:36]. Product: [CH2:1]([C:5]1([CH3:34])[C:14]2[C:9](=[CH:10][CH:11]=[CH:12][CH:13]=2)[C:8]([O-:15])=[C:7]([C:16]2[NH:21][C:20]3[CH:22]=[CH:23][C:24]([NH:26][S:27]([CH3:30])(=[O:29])=[O:28])=[CH:25][C:19]=3[S:18](=[O:32])(=[O:31])[N:17]=2)[C:6]1=[O:33])[CH2:2][CH2:3][CH3:4].[Na+:36]. The catalyst class is: 6. (4) Reactant: [Br:1][C:2]1[C:3]([F:10])=[C:4]([CH:7]=[CH:8][CH:9]=1)[CH:5]=[O:6].[F:11][C:12]1[CH:13]=[CH:14][C:15]([O:20][CH3:21])=[C:16]([Mg]Br)[CH:17]=1. Product: [Br:1][C:2]1[C:3]([F:10])=[C:4]([CH:5]([C:14]2[CH:13]=[C:12]([F:11])[CH:17]=[CH:16][C:15]=2[O:20][CH3:21])[OH:6])[CH:7]=[CH:8][CH:9]=1. The catalyst class is: 76. (5) Reactant: [OH:1][CH:2]1[CH2:6][CH2:5][CH2:4][C:3]1([CH2:12][CH2:13][CH3:14])[C:7]([O:9][CH2:10][CH3:11])=[O:8].C(Cl)Cl.[CH3:18][C:19]1[CH:27]=[CH:26][CH:25]=[CH:24][C:20]=1[C:21](Cl)=[O:22]. Product: [CH2:12]([C:3]1([C:7]([O:9][CH2:10][CH3:11])=[O:8])[CH2:4][CH2:5][CH2:6][CH:2]1[O:1][C:21](=[O:22])[C:20]1[CH:24]=[CH:25][CH:26]=[CH:27][C:19]=1[CH3:18])[CH2:13][CH3:14]. The catalyst class is: 17.